This data is from Catalyst prediction with 721,799 reactions and 888 catalyst types from USPTO. The task is: Predict which catalyst facilitates the given reaction. (1) Reactant: Br[C:2]1[CH:3]=[C:4]([CH:11]=[C:12]([F:14])[CH:13]=1)[O:5][CH2:6][C:7]([CH3:10])([OH:9])[CH3:8].[CH3:15][C:16]1([CH3:32])[C:20]([CH3:22])([CH3:21])[O:19][B:18]([B:18]2[O:19][C:20]([CH3:22])([CH3:21])[C:16]([CH3:32])([CH3:15])[O:17]2)[O:17]1.C([O-])(=O)C.[K+]. Product: [F:14][C:12]1[CH:11]=[C:4]([CH:3]=[C:2]([B:18]2[O:19][C:20]([CH3:22])([CH3:21])[C:16]([CH3:32])([CH3:15])[O:17]2)[CH:13]=1)[O:5][CH2:6][C:7]([CH3:10])([OH:9])[CH3:8]. The catalyst class is: 12. (2) Reactant: [C:1]([C:4]1[CH:12]=[CH:11][CH:10]=[CH:9][C:5]=1[C:6]([OH:8])=[O:7])(=[O:3])[CH3:2].[CH3:13][C:14](=[CH:16][CH2:17][CH2:18][CH:19]([CH2:21][CH2:22]O)[CH3:20])[CH3:15].C1CCC(N=C=NC2CCCCC2)CC1. Product: [C:1]([C:4]1[CH:12]=[CH:11][CH:10]=[CH:9][C:5]=1[C:6]([O:8][CH2:22][CH2:21][CH:19]([CH3:20])[CH2:18][CH2:17][CH:16]=[C:14]([CH3:15])[CH3:13])=[O:7])(=[O:3])[CH3:2]. The catalyst class is: 166. (3) Reactant: [N:1]1[CH:6]=[CH:5][C:4]([CH3:7])=[CH:3][CH:2]=1.C([Li])CCC.N1C=[CH:17][C:16]([CH2:19][Li])=[CH:15][CH:14]=1.BrCCC(C)C. Product: [CH2:7]([C:4]1[CH:5]=[CH:6][N:1]=[CH:2][CH:3]=1)[CH2:14][CH2:15][CH:16]([CH3:19])[CH3:17]. The catalyst class is: 20. (4) Reactant: Cl.[CH3:2][O:3][C:4](=[O:9])[CH:5]([CH2:7][OH:8])[NH2:6].CCN(CC)CC.[CH3:17][O:18][C:19]1[CH:24]=[CH:23][C:22]([S:25](Cl)(=[O:27])=[O:26])=[CH:21][CH:20]=1. Product: [OH:8][CH2:7][CH:5]([NH:6][S:25]([C:22]1[CH:21]=[CH:20][C:19]([O:18][CH3:17])=[CH:24][CH:23]=1)(=[O:27])=[O:26])[C:4]([O:3][CH3:2])=[O:9]. The catalyst class is: 112. (5) Reactant: [O:1]1CCO[CH:2]1[C:6]1[CH:21]=[CH:20][C:9]([O:10][C:11]2[N:12]=[CH:13][C:14]([C:17]([NH2:19])=[O:18])=[N:15][CH:16]=2)=[C:8]([F:22])[CH:7]=1. Product: [F:22][C:8]1[CH:7]=[C:6]([CH:2]=[O:1])[CH:21]=[CH:20][C:9]=1[O:10][C:11]1[N:12]=[CH:13][C:14]([C:17]([NH2:19])=[O:18])=[N:15][CH:16]=1. The catalyst class is: 106. (6) Reactant: [C:1]1([NH:7][C:8]2[N:16]=[CH:15][CH:14]=[CH:13][C:9]=2[C:10]([OH:12])=O)[CH:6]=[CH:5][CH:4]=[CH:3][CH:2]=1.[CH3:17][C:18]([NH2:22])([C:20]#[CH:21])[CH3:19].C(N(CC)CC)C.CCCP1(OP(CCC)(=O)OP(CCC)(=O)O1)=O. Product: [CH3:17][C:18]([NH:22][C:10](=[O:12])[C:9]1[CH:13]=[CH:14][CH:15]=[N:16][C:8]=1[NH:7][C:1]1[CH:2]=[CH:3][CH:4]=[CH:5][CH:6]=1)([C:20]#[CH:21])[CH3:19]. The catalyst class is: 2. (7) The catalyst class is: 326. Reactant: C(O)(=O)C.O=[C:6]1[CH2:23][CH2:22][C:9]2([CH2:14][CH2:13][N:12]([C:15]([O:17][C:18]([CH3:21])([CH3:20])[CH3:19])=[O:16])[CH2:11][CH2:10]2)[CH2:8][CH2:7]1.[N:24]1[CH:25]=[N:26][N:27]2[CH2:32][CH2:31][NH:30][CH2:29][C:28]=12.[Na]. Product: [N:24]1[CH:25]=[N:26][N:27]2[CH2:32][CH2:31][N:30]([CH:6]3[CH2:23][CH2:22][C:9]4([CH2:14][CH2:13][N:12]([C:15]([O:17][C:18]([CH3:21])([CH3:20])[CH3:19])=[O:16])[CH2:11][CH2:10]4)[CH2:8][CH2:7]3)[CH2:29][C:28]=12.